Dataset: Forward reaction prediction with 1.9M reactions from USPTO patents (1976-2016). Task: Predict the product of the given reaction. (1) Given the reactants [CH3:1][C@@H:2]1[CH2:6][CH2:5][S:4](=[O:8])(=[O:7])[NH:3]1.[H-].[Na+].Br[CH2:12][C:13]1[CH:22]=[CH:21][C:16]([C:17]([O:19][CH3:20])=[O:18])=[CH:15][CH:14]=1.Cl, predict the reaction product. The product is: [CH3:1][C@@H:2]1[CH2:6][CH2:5][S:4](=[O:8])(=[O:7])[N:3]1[CH2:12][C:13]1[CH:22]=[CH:21][C:16]([C:17]([O:19][CH3:20])=[O:18])=[CH:15][CH:14]=1. (2) Given the reactants [C:1]([N:4]1[CH2:9][CH2:8][C:7]2[N:10]([CH2:32][CH:33]3[CH2:35][CH2:34]3)[N:11]=[C:12]([NH:13][C:14]3[CH:19]=[CH:18][C:17]([C:20]4[CH:21]=[N:22][N:23](C(OC(C)(C)C)=O)[CH:24]=4)=[CH:16][CH:15]=3)[C:6]=2[CH2:5]1)(=[O:3])[CH3:2].C(O)(C(F)(F)F)=O, predict the reaction product. The product is: [NH:22]1[CH:21]=[C:20]([C:17]2[CH:18]=[CH:19][C:14]([NH:13][C:12]3[C:6]4[CH2:5][N:4]([C:1](=[O:3])[CH3:2])[CH2:9][CH2:8][C:7]=4[N:10]([CH2:32][CH:33]4[CH2:35][CH2:34]4)[N:11]=3)=[CH:15][CH:16]=2)[CH:24]=[N:23]1. (3) Given the reactants [F:1][C:2]1[CH:30]=[C:29]([F:31])[CH:28]=[CH:27][C:3]=1[O:4][C:5]1[CH:6]=[CH:7][C:8]2[N:9]([CH:11]=[CH:12][C:13](=[O:26])[C:14]=2[C:15]2[CH:16]=[C:17]([CH:21]=[CH:22][C:23]=2[O:24][CH3:25])[C:18]([OH:20])=[O:19])[N:10]=1.C(N([CH2:37][CH3:38])CC)C.[CH2:39]([O:41]C(Cl)=O)C, predict the reaction product. The product is: [C:39]([O:19][C:18](=[O:20])[C:17]1[CH:21]=[CH:22][C:23]([O:24][CH3:25])=[C:15]([C:14]2[C:13](=[O:26])[CH:12]=[CH:11][N:9]3[C:8]=2[CH:7]=[CH:6][C:5]([O:4][C:3]2[CH:27]=[CH:28][C:29]([F:31])=[CH:30][C:2]=2[F:1])=[N:10]3)[CH:16]=1)(=[O:41])[CH2:37][CH3:38]. (4) Given the reactants [CH3:1][O:2][C:3]1[CH:4]=[C:5]2[C:10](=[CH:11][C:12]=1[O:13][CH3:14])[N:9]=[CH:8][N:7]=[C:6]2[O:15][C:16]1[CH:22]=[CH:21][C:19]([NH2:20])=[CH:18][CH:17]=1.C(N(CC)CC)C.[C:30](Cl)(Cl)=[S:31].[CH3:34][N:35]([CH3:39])[CH2:36][CH2:37][NH2:38], predict the reaction product. The product is: [CH3:1][O:2][C:3]1[CH:4]=[C:5]2[C:10](=[CH:11][C:12]=1[O:13][CH3:14])[N:9]=[CH:8][N:7]=[C:6]2[O:15][C:16]1[CH:22]=[CH:21][C:19]([NH:20][C:30]([NH:38][CH2:37][CH2:36][N:35]([CH3:39])[CH3:34])=[S:31])=[CH:18][CH:17]=1. (5) Given the reactants N1C=CN=C1.[C:6]([Si:10](Cl)([CH3:12])[CH3:11])([CH3:9])([CH3:8])[CH3:7].[I:14][C:15]1[CH:20]=[CH:19][C:18]([OH:21])=[CH:17][CH:16]=1.O, predict the reaction product. The product is: [I:14][C:15]1[CH:20]=[CH:19][C:18]([O:21][Si:10]([CH3:12])([CH3:11])[C:6]([CH3:9])([CH3:8])[CH3:7])=[CH:17][CH:16]=1. (6) Given the reactants C([Li])CCC.[C:6]([N:13]1[CH2:16][C:15](=[O:17])[CH2:14]1)([O:8][C:9]([CH3:12])([CH3:11])[CH3:10])=[O:7].Cl.[CH2:19]([O:26][C:27]1[CH:32]=[C:31]([O:33][CH2:34][C:35]2[CH:40]=[CH:39][CH:38]=[CH:37][CH:36]=2)[CH:30]=[CH:29][C:28]=1Br)[C:20]1[CH:25]=[CH:24][CH:23]=[CH:22][CH:21]=1, predict the reaction product. The product is: [C:9]([O:8][C:6]([N:13]1[CH2:16][C:15]([C:30]2[CH:29]=[CH:28][C:27]([O:26][CH2:19][C:20]3[CH:25]=[CH:24][CH:23]=[CH:22][CH:21]=3)=[CH:32][C:31]=2[O:33][CH2:34][C:35]2[CH:36]=[CH:37][CH:38]=[CH:39][CH:40]=2)([OH:17])[CH2:14]1)=[O:7])([CH3:12])([CH3:11])[CH3:10]. (7) Given the reactants [CH2:1]([O:3][C:4](=[O:38])[CH:5]=[CH:6][C:7]1[N:8]([C:26]2[CH:31]=[CH:30][C:29]([O:32][CH:33]3[CH2:37][CH2:36][CH2:35][CH2:34]3)=[CH:28][CH:27]=2)[C:9]2[C:14]([CH:15]=1)=[CH:13][C:12]([C:16]1[CH:21]=[CH:20][C:19]([C:22]([CH3:25])([CH3:24])[CH3:23])=[CH:18][CH:17]=1)=[CH:11][CH:10]=2)[CH3:2], predict the reaction product. The product is: [CH2:1]([O:3][C:4](=[O:38])[CH2:5][CH2:6][C:7]1[N:8]([C:26]2[CH:31]=[CH:30][C:29]([O:32][CH:33]3[CH2:37][CH2:36][CH2:35][CH2:34]3)=[CH:28][CH:27]=2)[C:9]2[C:14]([CH:15]=1)=[CH:13][C:12]([C:16]1[CH:21]=[CH:20][C:19]([C:22]([CH3:25])([CH3:24])[CH3:23])=[CH:18][CH:17]=1)=[CH:11][CH:10]=2)[CH3:2]. (8) The product is: [CH2:19]([O:18][C:16]([NH:15][CH:14]([CH2:4][CH2:3][C:2]([CH3:9])([CH3:1])[CH:6]([CH3:8])[CH3:7])[C:12]([OH:13])=[O:11])=[O:17])[C:20]1[CH:21]=[CH:22][CH:23]=[CH:24][CH:25]=1. Given the reactants [CH3:1][C:2]([CH3:9])([CH:6]([CH3:8])[CH3:7])[CH2:3][CH:4]=O.C[O:11][C:12]([CH:14](P(OC)(OC)=O)[NH:15][C:16]([O:18][CH2:19][C:20]1[CH:25]=[CH:24][CH:23]=[CH:22][CH:21]=1)=[O:17])=[O:13], predict the reaction product. (9) Given the reactants [OH:1][C:2]1[CH:7]=[CH:6][C:5]([C:8]2[O:12][C:11]([C:13]3[CH:18]=[CH:17][N:16]=[CH:15][CH:14]=3)=[C:10]([C:19]3[CH:20]=[C:21]4[C:25](=[CH:26][CH:27]=3)[C:24](=[O:28])[CH2:23][CH2:22]4)[CH:9]=2)=[CH:4][CH:3]=1.[H-].[Na+].Cl.Cl[CH2:33][CH2:34][N:35]1[CH2:39][CH2:38][CH2:37][CH2:36]1.C(=O)(O)[O-].[Na+], predict the reaction product. The product is: [N:16]1[CH:15]=[CH:14][C:13]([C:11]2[O:12][C:8]([C:5]3[CH:4]=[CH:3][C:2]([O:1][CH2:33][CH2:34][N:35]4[CH2:39][CH2:38][CH2:37][CH2:36]4)=[CH:7][CH:6]=3)=[CH:9][C:10]=2[C:19]2[CH:20]=[C:21]3[C:25](=[CH:26][CH:27]=2)[C:24](=[O:28])[CH2:23][CH2:22]3)=[CH:18][CH:17]=1.